Task: Predict the reaction yield, written as a fraction of the theoretical maximum amount of product (1.0 means a 100% yield; for example, 0.34 means a 34% yield).. Dataset: Reaction yield outcomes from USPTO patents with 853,638 reactions (1) The reactants are Br[C:2]1[CH:7]=[CH:6][C:5]([C:8]2[C:31](=[O:32])[N:30]([CH2:33][CH3:34])[C:11]3[N:12]=[C:13]([NH:16][C:17]4[CH:22]=[CH:21][C:20]([N:23]5[CH2:28][CH2:27][N:26]([CH3:29])[CH2:25][CH2:24]5)=[CH:19][CH:18]=4)[N:14]=[CH:15][C:10]=3[CH:9]=2)=[C:4]([Cl:35])[CH:3]=1.[S:36]1[CH:40]=[CH:39][CH:38]=[C:37]1B(O)O.[O-]P([O-])([O-])=O.[K+].[K+].[K+]. The catalyst is C1C=CC(P(C2C=CC=CC=2)[C-]2C=CC=C2)=CC=1.C1C=CC(P(C2C=CC=CC=2)[C-]2C=CC=C2)=CC=1.Cl[Pd]Cl.[Fe+2]. The product is [Cl:35][C:4]1[CH:3]=[C:2]([C:37]2[S:36][CH:40]=[CH:39][CH:38]=2)[CH:7]=[CH:6][C:5]=1[C:8]1[C:31](=[O:32])[N:30]([CH2:33][CH3:34])[C:11]2[N:12]=[C:13]([NH:16][C:17]3[CH:22]=[CH:21][C:20]([N:23]4[CH2:28][CH2:27][N:26]([CH3:29])[CH2:25][CH2:24]4)=[CH:19][CH:18]=3)[N:14]=[CH:15][C:10]=2[CH:9]=1. The yield is 1.00. (2) The product is [N:10]1[CH:11]=[CH:12][CH:13]=[C:8]([C:5]2[N:4]=[C:3]([C:14]3[NH:24][C:23]([C:19]4[S:18][CH:22]=[CH:21][CH:20]=4)=[N:17][N:16]=3)[C:2]([NH2:1])=[N:7][CH:6]=2)[CH:9]=1. The reactants are [NH2:1][C:2]1[C:3]([C:14]([NH:16][NH2:17])=O)=[N:4][C:5]([C:8]2[CH:9]=[N:10][CH:11]=[CH:12][CH:13]=2)=[CH:6][N:7]=1.[S:18]1[CH:22]=[CH:21][CH:20]=[C:19]1[C:23](N)=[NH:24].C([O-])C.[Na+]. The catalyst is CN(C=O)C. The yield is 0.310. (3) The reactants are [C:1]([C:5]1[CH:10]=[C:9]([C:11]2[CH:12]=[N:13][C:14]([C:17]([F:20])([F:19])[F:18])=[CH:15][CH:16]=2)[C:8]([OH:21])=[C:7]([CH2:22][NH:23][C:24]([CH3:27])([CH3:26])[CH3:25])[CH:6]=1)([CH3:4])([CH3:3])[CH3:2].[CH2:28]=O. The catalyst is C1COCC1. The product is [C:24]([N:23]1[CH2:22][C:7]2[CH:6]=[C:5]([C:1]([CH3:4])([CH3:2])[CH3:3])[CH:10]=[C:9]([C:11]3[CH:12]=[N:13][C:14]([C:17]([F:20])([F:18])[F:19])=[CH:15][CH:16]=3)[C:8]=2[O:21][CH2:28]1)([CH3:27])([CH3:26])[CH3:25]. The yield is 0.290. (4) The reactants are Cl[S:2]([C:5]1[CH:6]=[C:7]2[C:11](=[CH:12][CH:13]=1)[NH:10][C:9](=[O:14])[CH2:8]2)(=[O:4])=[O:3].[NH:15]1[CH2:20][CH2:19][O:18][CH2:17][CH2:16]1. The catalyst is ClCCl. The product is [O:18]1[CH2:19][CH2:20][N:15]([S:2]([C:5]2[CH:6]=[C:7]3[C:11](=[CH:12][CH:13]=2)[NH:10][C:9](=[O:14])[CH2:8]3)(=[O:4])=[O:3])[CH2:16][CH2:17]1. The yield is 0.740. (5) The reactants are [NH2:1][C:2]1[S:6][N:5]=[CH:4][N:3]=1.[CH3:7][O:8][C:9]1[CH:16]=[C:15]([O:17][CH3:18])[CH:14]=[CH:13][C:10]=1[CH:11]=O.[BH4-].[Na+].Cl.[OH-].[Na+]. The catalyst is C1(C)C=CC=CC=1. The product is [CH3:7][O:8][C:9]1[CH:16]=[C:15]([O:17][CH3:18])[CH:14]=[CH:13][C:10]=1[CH2:11][NH:1][C:2]1[S:6][N:5]=[CH:4][N:3]=1.[CH3:7][O:8][C:9]1[CH:16]=[C:15]([O:17][CH3:18])[CH:14]=[CH:13][C:10]=1[CH2:11][NH:1][C:2]1[S:6][N:5]=[CH:4][N:3]=1. The yield is 0.490. (6) The yield is 0.470. The reactants are [Br:1][CH2:2][CH2:3][O:4][C:5]1[CH:10]=[CH:9][C:8]([OH:11])=[CH:7][CH:6]=1.Cl[C:13]1[S:14][C:15]2[CH:21]=[CH:20][CH:19]=[CH:18][C:16]=2[N:17]=1.C([O-])([O-])=O.[Cs+].[Cs+]. The product is [Br:1][CH2:2][CH2:3][O:4][C:5]1[CH:10]=[CH:9][C:8]([O:11][C:13]2[S:14][C:15]3[CH:21]=[CH:20][CH:19]=[CH:18][C:16]=3[N:17]=2)=[CH:7][CH:6]=1. The catalyst is CC#N. (7) The reactants are [CH2:1]([O:3][CH:4]([O:7][CH2:8][CH3:9])[CH2:5][NH2:6])[CH3:2].[F:10][C:11]1[N:16]=[C:15]([CH:17]=O)[CH:14]=[CH:13][CH:12]=1.C(O[BH-](OC(=O)C)OC(=O)C)(=O)C.[Na+].C(=O)([O-])O.[Na+]. The product is [CH2:1]([O:3][CH:4]([O:7][CH2:8][CH3:9])[CH2:5][NH:6][CH2:17][C:15]1[CH:14]=[CH:13][CH:12]=[C:11]([F:10])[N:16]=1)[CH3:2]. The yield is 0.740. The catalyst is O.C(O)(=O)C.C1COCC1. (8) The reactants are [CH3:1][N:2](C=O)C.CI.CN(C)[CH2:10][C:11]1[C:19]2[C:14](=[CH:15][C:16]([N+:20]([O-:22])=[O:21])=[CH:17][CH:18]=2)[NH:13][CH:12]=1.[C-]#N.[K+]. The catalyst is O.C1COCC1. The product is [N+:20]([C:16]1[CH:15]=[C:14]2[C:19]([C:11]([CH2:10][C:1]#[N:2])=[CH:12][NH:13]2)=[CH:18][CH:17]=1)([O-:22])=[O:21]. The yield is 0.360.